Dataset: Forward reaction prediction with 1.9M reactions from USPTO patents (1976-2016). Task: Predict the product of the given reaction. (1) Given the reactants [F:1][C:2]1[CH:3]=[C:4]([NH:31][C:32](=[O:34])[CH3:33])[CH:5]=[CH:6][C:7]=1[O:8][C:9]1[CH:14]=[CH:13][N:12]=[C:11]2[N:15]([S:21]([C:24]3[CH:29]=[CH:28][C:27]([CH3:30])=[CH:26][CH:25]=3)(=[O:23])=[O:22])[CH:16]=[C:17]([CH2:18][CH2:19][OH:20])[C:10]=12.N1C=CC=CC=1.[C:41]1([CH3:51])[CH:46]=[CH:45][C:44]([S:47](Cl)(=[O:49])=[O:48])=[CH:43][CH:42]=1, predict the reaction product. The product is: [CH3:51][C:41]1[CH:46]=[CH:45][C:44]([S:47]([O:20][CH2:19][CH2:18][C:17]2[C:10]3[C:11](=[N:12][CH:13]=[CH:14][C:9]=3[O:8][C:7]3[CH:6]=[CH:5][C:4]([NH:31][C:32](=[O:34])[CH3:33])=[CH:3][C:2]=3[F:1])[N:15]([S:21]([C:24]3[CH:29]=[CH:28][C:27]([CH3:30])=[CH:26][CH:25]=3)(=[O:22])=[O:23])[CH:16]=2)(=[O:49])=[O:48])=[CH:43][CH:42]=1. (2) Given the reactants [F:1][C:2]1[CH:7]=[CH:6][C:5]([C:8]2[O:9][C:10]3[CH:20]=[C:19]([N:21]([CH3:26])[S:22]([CH3:25])(=[O:24])=[O:23])[C:18](B4OC(C)(C)C(C)(C)O4)=[CH:17][C:11]=3[C:12]=2[C:13]([NH:15][CH3:16])=[O:14])=[CH:4][CH:3]=1.Br[C:37]1[CH:52]=[N:51][C:40]2[NH:41][CH:42]([C:46]3[S:47][CH:48]=[CH:49][CH:50]=3)[NH:43][C:44](=[O:45])[C:39]=2[CH:38]=1, predict the reaction product. The product is: [F:1][C:2]1[CH:3]=[CH:4][C:5]([C:8]2[O:9][C:10]3[CH:20]=[C:19]([N:21]([CH3:26])[S:22]([CH3:25])(=[O:23])=[O:24])[C:18]([C:37]4[CH:52]=[N:51][C:40]5[NH:41][CH:42]([C:46]6[S:47][CH:48]=[CH:49][CH:50]=6)[NH:43][C:44](=[O:45])[C:39]=5[CH:38]=4)=[CH:17][C:11]=3[C:12]=2[C:13]([NH:15][CH3:16])=[O:14])=[CH:6][CH:7]=1.